Predict which catalyst facilitates the given reaction. From a dataset of Catalyst prediction with 721,799 reactions and 888 catalyst types from USPTO. (1) Reactant: C([O:3][C:4]([C:6]1([S:20]([C:23]2[CH:28]=[CH:27][C:26]([O:29][CH2:30][C:31]#[C:32][CH3:33])=[CH:25][CH:24]=2)(=[O:22])=[O:21])[CH2:11][CH2:10][N:9]([CH2:12][C:13]2[CH:18]=[CH:17][C:16]([F:19])=[CH:15][CH:14]=2)[CH2:8][CH2:7]1)=[O:5])C. Product: [CH2:30]([O:29][C:26]1[CH:27]=[CH:28][C:23]([S:20]([C:6]2([C:4]([OH:5])=[O:3])[CH2:7][CH2:8][N:9]([CH2:12][C:13]3[CH:14]=[CH:15][C:16]([F:19])=[CH:17][CH:18]=3)[CH2:10][CH2:11]2)(=[O:21])=[O:22])=[CH:24][CH:25]=1)[C:31]#[C:32][CH3:33]. The catalyst class is: 702. (2) Reactant: [CH2:1]([N:8]1[C@H:13]([CH3:14])[CH2:12][O:11][C:10]([CH2:16][CH:17]=[O:18])([CH3:15])[C:9]1=[O:19])[C:2]1[CH:7]=[CH:6][CH:5]=[CH:4][CH:3]=1.[CH3:20][Mg]Br.[Cl-].[NH4+]. Product: [CH2:1]([N:8]1[C@H:13]([CH3:14])[CH2:12][O:11][C:10]([CH2:16][CH:17]([OH:18])[CH3:20])([CH3:15])[C:9]1=[O:19])[C:2]1[CH:3]=[CH:4][CH:5]=[CH:6][CH:7]=1. The catalyst class is: 7.